Dataset: Peptide-MHC class I binding affinity with 185,985 pairs from IEDB/IMGT. Task: Regression. Given a peptide amino acid sequence and an MHC pseudo amino acid sequence, predict their binding affinity value. This is MHC class I binding data. (1) The peptide sequence is EEMNLPGRW. The MHC is HLA-B42:01 with pseudo-sequence HLA-B42:01. The binding affinity (normalized) is 0.311. (2) The peptide sequence is KRLRLIHLLH. The MHC is HLA-B27:05 with pseudo-sequence HLA-B27:05. The binding affinity (normalized) is 1.00. (3) The peptide sequence is ITDDSDDYEL. The MHC is HLA-A02:06 with pseudo-sequence HLA-A02:06. The binding affinity (normalized) is 0.640. (4) The peptide sequence is RVNHAKYMV. The MHC is HLA-A68:02 with pseudo-sequence HLA-A68:02. The binding affinity (normalized) is 0.581. (5) The peptide sequence is NIDSIMSMM. The MHC is HLA-A68:02 with pseudo-sequence HLA-A68:02. The binding affinity (normalized) is 0.139.